This data is from NCI-60 drug combinations with 297,098 pairs across 59 cell lines. The task is: Regression. Given two drug SMILES strings and cell line genomic features, predict the synergy score measuring deviation from expected non-interaction effect. (1) Drug 2: CC12CCC3C(C1CCC2O)C(CC4=C3C=CC(=C4)O)CCCCCCCCCS(=O)CCCC(C(F)(F)F)(F)F. Synergy scores: CSS=-12.6, Synergy_ZIP=2.01, Synergy_Bliss=-7.61, Synergy_Loewe=-11.2, Synergy_HSA=-11.3. Cell line: HL-60(TB). Drug 1: CN(C)C1=NC(=NC(=N1)N(C)C)N(C)C. (2) Cell line: T-47D. Drug 2: CC1=C2C(C(=O)C3(C(CC4C(C3C(C(C2(C)C)(CC1OC(=O)C(C(C5=CC=CC=C5)NC(=O)C6=CC=CC=C6)O)O)OC(=O)C7=CC=CC=C7)(CO4)OC(=O)C)O)C)OC(=O)C. Drug 1: C1CC(C1)(C(=O)O)C(=O)O.[NH2-].[NH2-].[Pt+2]. Synergy scores: CSS=-1.61, Synergy_ZIP=-0.956, Synergy_Bliss=-2.95, Synergy_Loewe=-13.7, Synergy_HSA=-8.39. (3) Drug 1: CN1C(=O)N2C=NC(=C2N=N1)C(=O)N. Drug 2: B(C(CC(C)C)NC(=O)C(CC1=CC=CC=C1)NC(=O)C2=NC=CN=C2)(O)O. Cell line: UACC-257. Synergy scores: CSS=19.0, Synergy_ZIP=-0.481, Synergy_Bliss=-2.66, Synergy_Loewe=-63.5, Synergy_HSA=-2.21. (4) Drug 1: CC1=C2C(C(=O)C3(C(CC4C(C3C(C(C2(C)C)(CC1OC(=O)C(C(C5=CC=CC=C5)NC(=O)OC(C)(C)C)O)O)OC(=O)C6=CC=CC=C6)(CO4)OC(=O)C)O)C)O. Drug 2: C(CN)CNCCSP(=O)(O)O. Cell line: SF-295. Synergy scores: CSS=13.0, Synergy_ZIP=-7.60, Synergy_Bliss=-8.26, Synergy_Loewe=-82.7, Synergy_HSA=-7.90. (5) Drug 1: CCN(CC)CCNC(=O)C1=C(NC(=C1C)C=C2C3=C(C=CC(=C3)F)NC2=O)C. Drug 2: CC12CCC3C(C1CCC2OP(=O)(O)O)CCC4=C3C=CC(=C4)OC(=O)N(CCCl)CCCl.[Na+]. Cell line: MALME-3M. Synergy scores: CSS=4.81, Synergy_ZIP=-4.72, Synergy_Bliss=-4.08, Synergy_Loewe=-6.69, Synergy_HSA=-2.77. (6) Drug 1: CCCCC(=O)OCC(=O)C1(CC(C2=C(C1)C(=C3C(=C2O)C(=O)C4=C(C3=O)C=CC=C4OC)O)OC5CC(C(C(O5)C)O)NC(=O)C(F)(F)F)O. Drug 2: CC12CCC3C(C1CCC2O)C(CC4=C3C=CC(=C4)O)CCCCCCCCCS(=O)CCCC(C(F)(F)F)(F)F. Cell line: SF-539. Synergy scores: CSS=22.0, Synergy_ZIP=-3.77, Synergy_Bliss=-6.73, Synergy_Loewe=-16.3, Synergy_HSA=-6.74. (7) Drug 1: C1=CC(=C2C(=C1NCCNCCO)C(=O)C3=C(C=CC(=C3C2=O)O)O)NCCNCCO. Drug 2: CCCS(=O)(=O)NC1=C(C(=C(C=C1)F)C(=O)C2=CNC3=C2C=C(C=N3)C4=CC=C(C=C4)Cl)F. Cell line: HS 578T. Synergy scores: CSS=20.7, Synergy_ZIP=-6.27, Synergy_Bliss=-8.47, Synergy_Loewe=-34.4, Synergy_HSA=-12.8.